Dataset: Forward reaction prediction with 1.9M reactions from USPTO patents (1976-2016). Task: Predict the product of the given reaction. (1) The product is: [CH:24]1[CH:25]=[CH:26][N:27]2[CH2:33][C:32]3[CH:34]=[CH:35][CH:36]=[CH:37][C:31]=3[N:30]([C:8]([C:6]3[CH:5]=[CH:4][C:3]([C:11]4[CH:16]=[CH:15][CH:14]=[CH:13][C:12]=4[CH3:17])=[C:2]([CH3:1])[CH:7]=3)=[O:10])[CH2:29][C:28]=12. Given the reactants [CH3:1][C:2]1[CH:7]=[C:6]([C:8]([OH:10])=O)[CH:5]=[CH:4][C:3]=1[C:11]1[CH:16]=[CH:15][CH:14]=[CH:13][C:12]=1[CH3:17].C(Cl)(=O)C(Cl)=O.[CH:24]1[CH:25]=[CH:26][N:27]2[CH2:33][C:32]3[CH:34]=[CH:35][CH:36]=[CH:37][C:31]=3[NH:30][CH2:29][C:28]=12.C(N(CC)C(C)C)(C)C, predict the reaction product. (2) Given the reactants [C:1]([OH:4])(=O)[CH3:2].[F:5][C:6]([F:16])([F:15])[C:7]1[CH:12]=[CH:11][C:10]([CH2:13][NH2:14])=[CH:9][CH:8]=1.F[B-](F)(F)F.N1(OC(N(C)C)=[N+](C)C)C2C=CC=CC=2N=N1.C(N(C(C)C)C(C)C)C, predict the reaction product. The product is: [F:5][C:6]([F:15])([F:16])[C:7]1[CH:12]=[CH:11][C:10]([CH2:13][NH:14][C:1](=[O:4])[CH3:2])=[CH:9][CH:8]=1. (3) Given the reactants [C:1]([O:5][C:6](=[O:31])[NH:7][CH2:8][CH2:9][CH2:10][CH2:11][C@H:12]([NH2:30])[C:13](=[O:29])[NH:14][CH2:15][CH2:16][N:17]([C:19]([O:21][CH2:22][C:23]1[CH:28]=[CH:27][CH:26]=[CH:25][CH:24]=1)=[O:20])[CH3:18])([CH3:4])([CH3:3])C.CCN(C(C)C)C(C)C.[CH3:41][C:42](OC(C)=O)=[O:43], predict the reaction product. The product is: [CH:1]([O:5][C:6](=[O:31])[NH:7][CH2:8][CH2:9][CH2:10][CH2:11][C@H:12]([NH:30][C:42](=[O:43])[CH3:41])[C:13](=[O:29])[NH:14][CH2:15][CH2:16][N:17]([C:19]([O:21][CH2:22][C:23]1[CH:24]=[CH:25][CH:26]=[CH:27][CH:28]=1)=[O:20])[CH3:18])([CH3:3])[CH3:4].